The task is: Predict the reaction yield, written as a fraction of the theoretical maximum amount of product (1.0 means a 100% yield; for example, 0.34 means a 34% yield).. This data is from Reaction yield outcomes from USPTO patents with 853,638 reactions. (1) The reactants are [CH2:1]([N:4]([CH2:16][C:17]([O:19]CC)=[O:18])[NH:5][C:6](=[O:15])[NH:7][CH2:8][C:9]1[CH:14]=[CH:13][CH:12]=[CH:11][CH:10]=1)C=C.O.[OH-].[Li+]. No catalyst specified. The product is [CH2:8]([NH:7][C:6]([NH:5][N:4]([CH2:16][C:17]([OH:19])=[O:18])[CH3:1])=[O:15])[C:9]1[CH:10]=[CH:11][CH:12]=[CH:13][CH:14]=1. The yield is 0.880. (2) The reactants are [Cl:1][C:2]1[S:6][C:5]([NH2:7])=[N:4][CH:3]=1.[Br:8][CH2:9][C:10]([OH:12])=[O:11]. The catalyst is CCO. The product is [BrH:8].[Cl:1][C:2]1[S:6][C:5](=[NH:7])[N:4]([CH2:9][C:10]([OH:12])=[O:11])[CH:3]=1. The yield is 0.100.